Predict which catalyst facilitates the given reaction. From a dataset of Catalyst prediction with 721,799 reactions and 888 catalyst types from USPTO. Reactant: [C:1]([C:3]1[N:4]=[CH:5][C:6]([NH:21][C@H:22]([CH2:26][CH3:27])[C:23]([NH2:25])=[O:24])=[N:7][C:8]=1[NH:9][C:10]1[CH:11]=[C:12]2[C:17](=[CH:18][CH:19]=1)[NH:16][C:15](=[O:20])[CH2:14][CH2:13]2)#[N:2].[OH-].[Na+].OO.CC(O)=[O:34]. Product: [NH2:25][C:23](=[O:24])[C@H:22]([NH:21][C:6]1[N:7]=[C:8]([NH:9][C:10]2[CH:11]=[C:12]3[C:17](=[CH:18][CH:19]=2)[NH:16][C:15](=[O:20])[CH2:14][CH2:13]3)[C:3]([C:1]([NH2:2])=[O:34])=[N:4][CH:5]=1)[CH2:26][CH3:27]. The catalyst class is: 593.